Dataset: Reaction yield outcomes from USPTO patents with 853,638 reactions. Task: Predict the reaction yield, written as a fraction of the theoretical maximum amount of product (1.0 means a 100% yield; for example, 0.34 means a 34% yield). (1) The reactants are [N+:1]([C:4]1[C:13]2[CH2:12][CH2:11][CH2:10][CH2:9][C:8]=2[CH:7]=[CH:6][C:5]=1[NH2:14])([O-])=[O:2].[N:15]#[C:16][NH2:17].[CH]Cl.[OH-].[Na+]. The yield is 0.150. The product is [N+:1]1([O-:2])[C:4]2[C:13]3[CH2:12][CH2:11][CH2:10][CH2:9][C:8]=3[CH:7]=[CH:6][C:5]=2[N:14]=[C:16]([NH2:17])[N:15]=1. The catalyst is O. (2) The reactants are Cl[C:2]1[N:7]=[C:6]([NH:8][C:9]2[CH:14]=[CH:13][CH:12]=[C:11]([C:15]#[N:16])[CH:10]=2)[C:5]([F:17])=[CH:4][N:3]=1.[NH2:18][C:19]1[CH:20]=[C:21]([OH:25])[CH:22]=[CH:23][CH:24]=1. No catalyst specified. The product is [C:15]([C:11]1[CH:10]=[C:9]([NH:8][C:6]2[C:5]([F:17])=[CH:4][N:3]=[C:2]([NH:18][C:19]3[CH:24]=[CH:23][CH:22]=[C:21]([OH:25])[CH:20]=3)[N:7]=2)[CH:14]=[CH:13][CH:12]=1)#[N:16]. The yield is 0.620. (3) The reactants are [N+:1]([C:4]1[CH:22]=[CH:21][C:7]([O:8][CH2:9][CH2:10][O:11][CH2:12][CH2:13][O:14][CH2:15][CH2:16][O:17][CH2:18][CH2:19][NH2:20])=[CH:6][CH:5]=1)([O-:3])=[O:2].[O:23]=[C:24]1[CH:29]([N:30]2[C:38](=[O:39])[C:37]3[C:32](=[CH:33][CH:34]=[CH:35][C:36]=3F)[C:31]2=[O:41])[CH2:28][CH2:27][C:26](=[O:42])[NH:25]1.C(N(C(C)C)C(C)C)C.O. The catalyst is CN(C)C=O. The product is [O:23]=[C:24]1[CH:29]([N:30]2[C:38](=[O:39])[C:37]3[C:32](=[CH:33][CH:34]=[CH:35][C:36]=3[NH:20][CH2:19][CH2:18][O:17][CH2:16][CH2:15][O:14][CH2:13][CH2:12][O:11][CH2:10][CH2:9][O:8][C:7]3[CH:6]=[CH:5][C:4]([N+:1]([O-:3])=[O:2])=[CH:22][CH:21]=3)[C:31]2=[O:41])[CH2:28][CH2:27][C:26](=[O:42])[NH:25]1. The yield is 0.310.